Predict the product of the given reaction. From a dataset of Forward reaction prediction with 1.9M reactions from USPTO patents (1976-2016). (1) Given the reactants [C:1]([CH2:3][N:4]([C:11]1[CH:16]=[CH:15][C:14]([Cl:17])=[C:13]([Cl:18])[CH:12]=1)[CH2:5][C:6]([O:8]CC)=[O:7])#[N:2].[Li+].[OH-].FC(F)(F)C(O)=O.Cl.O1CCOCC1, predict the reaction product. The product is: [C:1]([CH2:3][N:4]([C:11]1[CH:16]=[CH:15][C:14]([Cl:17])=[C:13]([Cl:18])[CH:12]=1)[CH2:5][C:6]([OH:8])=[O:7])#[N:2]. (2) The product is: [N:1]1[N:2]=[C:3]([S:6]([O:9][C:10]2[CH:11]=[C:12]([CH3:26])[C:13]3[CH:17]([CH2:18][C:19]([OH:21])=[O:20])[O:16][B:15]([OH:24])[C:14]=3[CH:25]=2)(=[O:7])=[O:8])[NH:4][CH:5]=1. Given the reactants [N:1]1[N:2]=[C:3]([S:6]([O:9][C:10]2[CH:11]=[C:12]([CH3:26])[C:13]3[CH:17]([CH2:18][C:19]([O:21]CC)=[O:20])[O:16][B:15]([OH:24])[C:14]=3[CH:25]=2)(=[O:8])=[O:7])[NH:4][CH:5]=1.[Li+].[OH-].Cl, predict the reaction product.